Task: Predict which catalyst facilitates the given reaction.. Dataset: Catalyst prediction with 721,799 reactions and 888 catalyst types from USPTO (1) Reactant: NC[C:3]1[C:12]2[C:7](=[CH:8][CH:9]=[CH:10][CH:11]=2)[C:6]([C:13]([O:15][CH3:16])=[O:14])=[CH:5][CH:4]=1.[C:28]([O:27][C:25](O[C:25]([O:27][C:28]([CH3:31])([CH3:30])[CH3:29])=[O:26])=[O:26])([CH3:31])([CH3:30])[CH3:29].[CH2:32]([N:34](CC)CC)C. Product: [C:25]([C:3]1[C:12]2[C:7](=[CH:8][CH:9]=[CH:10][CH:11]=2)[C:6]([C:13]([O:15][CH3:16])=[O:14])=[C:5]([CH2:32][NH2:34])[CH:4]=1)([O:27][C:28]([CH3:29])([CH3:30])[CH3:31])=[O:26]. The catalyst class is: 3. (2) Product: [CH3:37][N:35]([CH3:36])[CH2:34][CH2:33][O:32][C:28]1[CH:27]=[C:26]([NH:25][C:21]2[N:20]=[C:19]([C:18]3[C:8]([C:4]4[CH:3]=[C:2]([NH:1][C:47]([C:44]5([C:38]6[CH:43]=[CH:42][CH:41]=[CH:40][CH:39]=6)[CH2:46][CH2:45]5)=[O:48])[CH:7]=[CH:6][CH:5]=4)=[N:9][N:10]4[CH:15]=[C:14]([O:16][CH3:17])[CH:13]=[CH:12][C:11]=34)[CH:24]=[CH:23][N:22]=2)[CH:31]=[CH:30][CH:29]=1. The catalyst class is: 18. Reactant: [NH2:1][C:2]1[CH:3]=[C:4]([C:8]2[C:18]([C:19]3[CH:24]=[CH:23][N:22]=[C:21]([NH:25][C:26]4[CH:31]=[CH:30][CH:29]=[C:28]([O:32][CH2:33][CH2:34][N:35]([CH3:37])[CH3:36])[CH:27]=4)[N:20]=3)=[C:11]3[CH:12]=[CH:13][C:14]([O:16][CH3:17])=[CH:15][N:10]3[N:9]=2)[CH:5]=[CH:6][CH:7]=1.[C:38]1([C:44]2([C:47](O)=[O:48])[CH2:46][CH2:45]2)[CH:43]=[CH:42][CH:41]=[CH:40][CH:39]=1.C(N(C(C)C)CC)(C)C.CN(C(ON1N=NC2C=CC=NC1=2)=[N+](C)C)C.F[P-](F)(F)(F)(F)F. (3) Reactant: C[O:2][C:3](=[O:32])[CH2:4][C:5]1[CH:10]=[CH:9][CH:8]=[C:7]([CH2:11][N:12]([CH:16]2[CH2:21][CH2:20][N:19]([C:22]3[S:23][C:24]4[CH:30]=[C:29]([Cl:31])[CH:28]=[CH:27][C:25]=4[N:26]=3)[CH2:18][CH2:17]2)[CH:13]([CH3:15])[CH3:14])[CH:6]=1.[OH-].[Na+].O1CCCC1.Cl. Product: [Cl:31][C:29]1[CH:28]=[CH:27][C:25]2[N:26]=[C:22]([N:19]3[CH2:20][CH2:21][CH:16]([N:12]([CH2:11][C:7]4[CH:6]=[C:5]([CH2:4][C:3]([OH:32])=[O:2])[CH:10]=[CH:9][CH:8]=4)[CH:13]([CH3:14])[CH3:15])[CH2:17][CH2:18]3)[S:23][C:24]=2[CH:30]=1. The catalyst class is: 5.